Dataset: Catalyst prediction with 721,799 reactions and 888 catalyst types from USPTO. Task: Predict which catalyst facilitates the given reaction. (1) Reactant: C1(C2C=CC=CC=2)C=CC=CC=1.[N:13]1([CH:19]2[CH2:24][CH2:23][N:22]([S:25]([C:28]3[C:29]([OH:43])=[C:30]([NH:35][C:36]4[C:37](=[O:42])[C:38](=[O:41])[C:39]=4Cl)[CH:31]=[CH:32][C:33]=3[Cl:34])(=[O:27])=[O:26])[CH2:21][CH2:20]2)[CH2:18][CH2:17][CH2:16][CH2:15][CH2:14]1.[NH2:44][C:45]1[CH:50]=[CH:49][CH:48]=[CH:47][CH:46]=1. Product: [N:13]1([CH:19]2[CH2:20][CH2:21][N:22]([S:25]([C:28]3[C:29]([OH:43])=[C:30]([NH:35][C:36]4[C:37](=[O:42])[C:38](=[O:41])[C:39]=4[NH:44][C:45]4[CH:50]=[CH:49][CH:48]=[CH:47][CH:46]=4)[CH:31]=[CH:32][C:33]=3[Cl:34])(=[O:26])=[O:27])[CH2:23][CH2:24]2)[CH2:14][CH2:15][CH2:16][CH2:17][CH2:18]1. The catalyst class is: 3. (2) Reactant: [ClH:1].[OH:2][C@@H:3]1[CH2:8][CH2:7][C@H:6]([N:9]2[CH2:13][CH2:12][C:11]3([CH2:18][CH2:17][CH2:16][N:15](C(OC(C)(C)C)=O)[CH2:14]3)[C:10]2=[O:26])[CH2:5][CH2:4]1. Product: [ClH:1].[OH:2][C@@H:3]1[CH2:8][CH2:7][C@H:6]([N:9]2[CH2:13][CH2:12][C:11]3([CH2:18][CH2:17][CH2:16][NH:15][CH2:14]3)[C:10]2=[O:26])[CH2:5][CH2:4]1. The catalyst class is: 13. (3) Reactant: [Cl:1][C:2]1[CH:22]=[CH:21][C:5]([CH2:6][NH:7][C:8]2[CH:17]=[C:16]3[C:11]([C:12]([CH3:20])([CH3:19])[CH2:13][NH:14][C:15]3=[O:18])=[CH:10][CH:9]=2)=[CH:4][CH:3]=1.N1C=CC=CC=1.[CH3:29][N:30]1[CH:34]=[C:33]([S:35](Cl)(=[O:37])=[O:36])[N:32]=[CH:31]1. Product: [Cl:1][C:2]1[CH:3]=[CH:4][C:5]([CH2:6][N:7]([C:8]2[CH:17]=[C:16]3[C:11]([C:12]([CH3:19])([CH3:20])[CH2:13][NH:14][C:15]3=[O:18])=[CH:10][CH:9]=2)[S:35]([C:33]2[N:32]=[CH:31][N:30]([CH3:29])[CH:34]=2)(=[O:37])=[O:36])=[CH:21][CH:22]=1. The catalyst class is: 10. (4) Reactant: [CH3:1][O:2][C:3]1[CH:16]=[C:15]([O:17][CH3:18])[CH:14]=[CH:13][C:4]=1[CH2:5][NH:6][CH2:7][CH2:8][CH2:9][N:10]([CH3:12])[CH3:11].Cl[S:20]([C:23]1[CH:31]=[CH:30][CH:29]=[CH:28][C:24]=1[C:25](Cl)=[O:26])(=[O:22])=[O:21].[NH2:32][C:33]1[C:42]([C:43]([O:45][C:46]([CH3:49])([CH3:48])[CH3:47])=[O:44])=[C:41]2[C:36]([CH:37]3[CH2:50][CH:38]3[CH2:39][O:40]2)=[CH:35][CH:34]=1. Product: [CH3:1][O:2][C:3]1[CH:16]=[C:15]([O:17][CH3:18])[CH:14]=[CH:13][C:4]=1[CH2:5][N:6]([CH2:7][CH2:8][CH2:9][N:10]([CH3:11])[CH3:12])[C:25]([C:24]1[CH:28]=[CH:29][CH:30]=[CH:31][C:23]=1[S:20]([NH:32][C:33]1[C:42]([C:43]([O:45][C:46]([CH3:48])([CH3:47])[CH3:49])=[O:44])=[C:41]2[C:36]([CH:37]3[CH2:50][CH:38]3[CH2:39][O:40]2)=[CH:35][CH:34]=1)(=[O:22])=[O:21])=[O:26]. The catalyst class is: 2. (5) Reactant: [Cl:1][C:2]1[C:15]([Cl:16])=[CH:14][C:5]2[NH:6][C:7]([CH2:9][C:10]([F:13])([F:12])[F:11])=[N:8][C:4]=2[CH:3]=1.[H-].[Na+].I[CH2:20][C:21]#[N:22]. Product: [Cl:16][C:15]1[C:2]([Cl:1])=[CH:3][C:4]2[N:8]([CH2:20][C:21]#[N:22])[C:7]([CH2:9][C:10]([F:12])([F:13])[F:11])=[N:6][C:5]=2[CH:14]=1. The catalyst class is: 3. (6) Reactant: Cl[C:2]1[C:3]2[N:4]([CH:18]=[CH:19][N:20]=2)[CH:5]=[C:6]([C:10]2[CH:15]=[CH:14][C:13]([Cl:16])=[CH:12][C:11]=2[Cl:17])[C:7]=1[C:8]#[N:9].[N-:21]=[N+:22]=[N-:23].[Na+].CCOC(C)=O. Product: [N:21]([C:2]1[C:3]2[N:4]([CH:18]=[CH:19][N:20]=2)[CH:5]=[C:6]([C:10]2[CH:15]=[CH:14][C:13]([Cl:16])=[CH:12][C:11]=2[Cl:17])[C:7]=1[C:8]#[N:9])=[N+:22]=[N-:23]. The catalyst class is: 3.